From a dataset of Full USPTO retrosynthesis dataset with 1.9M reactions from patents (1976-2016). Predict the reactants needed to synthesize the given product. Given the product [CH2:1]([NH:3][C:4]1[N:9]=[C:8]([NH2:10])[C:7]([O:11][C:12]2[CH:17]=[C:16]([S:24]([CH3:23])(=[O:26])=[O:25])[C:15]([O:18][CH3:19])=[CH:14][C:13]=2[CH:20]([CH3:21])[CH3:22])=[CH:6][N:5]=1)[CH3:2], predict the reactants needed to synthesize it. The reactants are: [CH2:1]([NH:3][C:4]1[N:9]=[C:8]([NH2:10])[C:7]([O:11][C:12]2[CH:17]=[CH:16][C:15]([O:18][CH3:19])=[CH:14][C:13]=2[CH:20]([CH3:22])[CH3:21])=[CH:6][N:5]=1)[CH3:2].[CH3:23][S:24](O[S:24]([CH3:23])(=[O:26])=[O:25])(=[O:26])=[O:25].FC(F)(F)S(O)(=O)=O.C([O-])(O)=O.[Na+].